This data is from Full USPTO retrosynthesis dataset with 1.9M reactions from patents (1976-2016). The task is: Predict the reactants needed to synthesize the given product. (1) Given the product [C:1]([O:5][C:6]([C:8]1[S:9][C:10]([CH2:16][CH2:15][CH:14]=[O:17])=[CH:11][CH:12]=1)=[O:7])([CH3:4])([CH3:3])[CH3:2], predict the reactants needed to synthesize it. The reactants are: [C:1]([O:5][C:6]([C:8]1[S:9][C:10](Br)=[CH:11][CH:12]=1)=[O:7])([CH3:4])([CH3:3])[CH3:2].[CH2:14]([OH:17])[CH:15]=[CH2:16].C([O-])(O)=O.[Na+]. (2) Given the product [O:16]1[CH2:2][CH:15]1[C:12]1[CH:13]=[CH:14][N:9]=[CH:10][CH:11]=1, predict the reactants needed to synthesize it. The reactants are: [I-].[CH3:2][S+](C)(C)=O.[H-].[Na+].[N:9]1[CH:14]=[CH:13][C:12]([CH:15]=[O:16])=[CH:11][CH:10]=1.O. (3) Given the product [CH3:5][C:3]1[NH:20][CH:13]=[CH:14][C:2]=1[C:1]([O:7][C:8]([CH3:11])([CH3:10])[CH3:9])=[O:6], predict the reactants needed to synthesize it. The reactants are: [C:1]([O:7][C:8]([CH3:11])([CH3:10])[CH3:9])(=[O:6])[CH2:2][C:3]([CH3:5])=O.Cl[CH2:13][CH:14]=O.C([O-])(=O)C.[NH4+:20].N. (4) Given the product [C:1]1([C:7]2[C:15]3[C:10](=[CH:11][CH:12]=[CH:13][CH:14]=3)[N:9]([S:16]([C:19]3[CH:20]=[CH:21][C:22]([CH3:25])=[CH:23][CH:24]=3)(=[O:17])=[O:18])[C:8]=2[CH:26]([OH:27])[CH3:28])[CH:2]=[CH:3][CH:4]=[CH:5][CH:6]=1, predict the reactants needed to synthesize it. The reactants are: [C:1]1([C:7]2[C:15]3[C:10](=[CH:11][CH:12]=[CH:13][CH:14]=3)[N:9]([S:16]([C:19]3[CH:24]=[CH:23][C:22]([CH3:25])=[CH:21][CH:20]=3)(=[O:18])=[O:17])[C:8]=2[CH:26]=[O:27])[CH:6]=[CH:5][CH:4]=[CH:3][CH:2]=1.[CH3:28][Mg+].[Br-].[NH4+].[Cl-].